From a dataset of Peptide-MHC class I binding affinity with 185,985 pairs from IEDB/IMGT. Regression. Given a peptide amino acid sequence and an MHC pseudo amino acid sequence, predict their binding affinity value. This is MHC class I binding data. (1) The peptide sequence is THLGPQFCK. The MHC is HLA-A33:01 with pseudo-sequence HLA-A33:01. The binding affinity (normalized) is 0. (2) The peptide sequence is AMNREVSSL. The MHC is HLA-A02:02 with pseudo-sequence HLA-A02:02. The binding affinity (normalized) is 0.955. (3) The peptide sequence is GLCTLVAML. The MHC is HLA-A33:01 with pseudo-sequence HLA-A33:01. The binding affinity (normalized) is 0.0612. (4) The peptide sequence is RVRAYTYSK. The MHC is HLA-A24:02 with pseudo-sequence HLA-A24:02. The binding affinity (normalized) is 0. (5) The peptide sequence is IHFLIRQLI. The MHC is Mamu-B1001 with pseudo-sequence Mamu-B1001. The binding affinity (normalized) is 0.324. (6) The peptide sequence is YSLLNRKAI. The MHC is HLA-A02:19 with pseudo-sequence HLA-A02:19. The binding affinity (normalized) is 0.0847.